This data is from Reaction yield outcomes from USPTO patents with 853,638 reactions. The task is: Predict the reaction yield, written as a fraction of the theoretical maximum amount of product (1.0 means a 100% yield; for example, 0.34 means a 34% yield). (1) The reactants are OS(O)(=O)=O.[CH2:6]([C:8]1[CH:9]=[C:10]([CH:14]=[CH:15][CH:16]=1)[C:11]([OH:13])=[O:12])[CH3:7].[CH3:17]O. The catalyst is O. The product is [CH2:6]([C:8]1[CH:9]=[C:10]([CH:14]=[CH:15][CH:16]=1)[C:11]([O:13][CH3:17])=[O:12])[CH3:7]. The yield is 0.910. (2) The reactants are [CH3:1][C:2]1([C:5]2[CH:10]=[CH:9][CH:8]=[CH:7][C:6]=2[OH:11])[CH2:4][CH2:3]1.[CH2:12]=[O:13].[Mg+2].[Cl-].[Cl-]. The catalyst is CC#N. The product is [OH:11][C:6]1[C:5]([C:2]2([CH3:1])[CH2:4][CH2:3]2)=[CH:10][CH:9]=[CH:8][C:7]=1[CH:12]=[O:13]. The yield is 0.580. (3) The reactants are [CH2:1]([O:3][C:4]1[CH:5]=[C:6]([CH:10]=[CH:11][CH:12]=1)[C:7](Cl)=[O:8])[CH3:2].[Cl:13][C:14]1[CH:19]=[CH:18][C:17]([C:20]2[CH:24]=[C:23]([NH2:25])[O:22][N:21]=2)=[CH:16][CH:15]=1.CC(N(C)C)=O. The catalyst is C(#N)C. The product is [Cl:13][C:14]1[CH:15]=[CH:16][C:17]([C:20]2[CH:24]=[C:23]([NH:25][C:7](=[O:8])[C:6]3[CH:10]=[CH:11][CH:12]=[C:4]([O:3][CH2:1][CH3:2])[CH:5]=3)[O:22][N:21]=2)=[CH:18][CH:19]=1. The yield is 0.182. (4) The reactants are [C:1]1([C:7]2[N:8]=[C:9]([CH2:12][CH2:13][C:14](OCC)=[O:15])[S:10][CH:11]=2)[CH:6]=[CH:5][CH:4]=[CH:3][CH:2]=1.[BH4-].[Na+]. The catalyst is CO.O. The product is [C:1]1([C:7]2[N:8]=[C:9]([CH2:12][CH2:13][CH2:14][OH:15])[S:10][CH:11]=2)[CH:2]=[CH:3][CH:4]=[CH:5][CH:6]=1. The yield is 0.950. (5) The reactants are [CH3:1][O:2][C:3]1[CH:4]=[C:5]2[C:10](=[CH:11][C:12]=1[O:13][CH3:14])[N:9]=[CH:8][CH:7]=[C:6]2[O:15][C:16]1[CH:22]=[CH:21][C:19]([NH2:20])=[CH:18][CH:17]=1.Cl[C:24](Cl)([O:26][C:27](=[O:33])OC(Cl)(Cl)Cl)Cl.[C:35]1(O)[CH:40]=[CH:39]C=[CH:37][CH:36]=1.C(=O)(O)[O-].[Na+]. The catalyst is C(Cl)Cl.C(N(CC)CC)C.C1(C)C=CC=CC=1. The product is [CH3:1][O:2][C:3]1[CH:4]=[C:5]2[C:10](=[CH:11][C:12]=1[O:13][CH3:14])[N:9]=[CH:8][CH:7]=[C:6]2[O:15][C:16]1[CH:22]=[CH:21][C:19]([NH:20][C:27](=[O:33])[O:26][C:24]2[CH:39]=[CH:40][CH:35]=[CH:36][CH:37]=2)=[CH:18][CH:17]=1. The yield is 0.630. (6) The reactants are [C:1]1([S:7]([N:10]2[C:14]3=[N:15][CH:16]=[C:17](Br)[CH:18]=[C:13]3[C:12]([C:20]3[CH:24]=[CH:23][O:22][CH:21]=3)=[CH:11]2)(=[O:9])=[O:8])[CH:6]=[CH:5][CH:4]=[CH:3][CH:2]=1.C([Sn](CCCC)(CCCC)[C:30]1[S:31][CH:32]=[CH:33][CH:34]=1)CCC.C1(C)C=CC=CC=1P(C1C=CC=CC=1C)C1C=CC=CC=1C. The catalyst is C1(C)C=CC=CC=1.Cl[Pd]Cl. The product is [C:1]1([S:7]([N:10]2[C:14]3=[N:15][CH:16]=[C:17]([C:30]4[S:31][CH:32]=[CH:33][CH:34]=4)[CH:18]=[C:13]3[C:12]([C:20]3[CH:24]=[CH:23][O:22][CH:21]=3)=[CH:11]2)(=[O:9])=[O:8])[CH:6]=[CH:5][CH:4]=[CH:3][CH:2]=1. The yield is 0.780. (7) The reactants are [H-].[Na+].[O:3]1[CH2:7][CH2:6][O:5][CH:4]1[C:8]1[CH:17]=[CH:16][C:15]([O:18][CH3:19])=[C:14]2[C:9]=1[CH2:10][CH2:11][C:12](=[O:20])[NH:13]2.[H][H].[Cl:23][C:24]1[CH:29]=[CH:28][C:27]([CH2:30]Cl)=[CH:26][N:25]=1. The catalyst is CN(C=O)C. The product is [Cl:23][C:24]1[N:25]=[CH:26][C:27]([CH2:30][N:13]2[C:14]3[C:9](=[C:8]([CH:4]4[O:5][CH2:6][CH2:7][O:3]4)[CH:17]=[CH:16][C:15]=3[O:18][CH3:19])[CH2:10][CH2:11][C:12]2=[O:20])=[CH:28][CH:29]=1. The yield is 0.790.